Task: Predict the reaction yield, written as a fraction of the theoretical maximum amount of product (1.0 means a 100% yield; for example, 0.34 means a 34% yield).. Dataset: Reaction yield outcomes from USPTO patents with 853,638 reactions (1) The reactants are Cl[C:2]1[C:7]([N:8]2[CH:12]=[CH:11][CH:10]=[N:9]2)=[CH:6][CH:5]=[CH:4][N:3]=1.C([Li])CCC.[O:18]=[C:19]1[CH2:24][CH2:23][N:22]([C:25]([O:27][C:28]([CH3:31])([CH3:30])[CH3:29])=[O:26])[CH2:21][CH2:20]1.O. The catalyst is C1COCC1. The product is [N:9]1[N:8]2[C:7]3[CH:6]=[CH:5][CH:4]=[N:3][C:2]=3[O:18][C:19]3([CH2:20][CH2:21][N:22]([C:25]([O:27][C:28]([CH3:31])([CH3:30])[CH3:29])=[O:26])[CH2:23][CH2:24]3)[C:12]2=[CH:11][CH:10]=1. The yield is 0.0500. (2) The reactants are [Se-2:1].[Na+].[Na+].Cl[C:5]1[C:10]([C:11]#[N:12])=[CH:9][CH:8]=[CH:7][N:6]=1.Cl[CH2:14][C:15]([O:17][CH2:18][CH3:19])=[O:16].C[O-].[Na+]. The catalyst is CN(C=O)C.CO.O. The product is [NH2:12][C:11]1[C:10]2[C:5](=[N:6][CH:7]=[CH:8][CH:9]=2)[Se:1][C:14]=1[C:15]([O:17][CH2:18][CH3:19])=[O:16]. The yield is 0.770. (3) The reactants are [Br:1][C:2]1[CH:8]=[CH:7][C:5]([NH2:6])=[C:4]([N+:9]([O-])=O)[C:3]=1[F:12].CCO.O.[Cl-].[NH4+]. The catalyst is C1COCC1.[Fe]. The product is [Br:1][C:2]1[C:3]([F:12])=[C:4]([NH2:9])[C:5]([NH2:6])=[CH:7][CH:8]=1. The yield is 0.840. (4) The reactants are [NH2:1][C:2]1[CH:10]=[C:9]([O:11][CH3:12])[CH:8]=[CH:7][C:3]=1[C:4](O)=[O:5].[CH:13](N)=[NH:14]. The catalyst is O. The product is [CH3:12][O:11][C:9]1[CH:10]=[C:2]2[C:3]([C:4]([OH:5])=[N:14][CH:13]=[N:1]2)=[CH:7][CH:8]=1. The yield is 0.748. (5) The reactants are [N+:1]([C:4]1[CH:9]=[CH:8][C:7]([C:10]2[S:14][C:13]([CH2:15][CH2:16][C:17](OC)=O)=[N:12][CH:11]=2)=[CH:6][CH:5]=1)([O-:3])=[O:2].[N+](C1C=CC(C(=O)CNC(=O)CCC[C:37]([O:39][CH3:40])=[O:38])=CC=1)([O-])=O.COC1C=CC(P2(SP(C3C=CC(OC)=CC=3)(=S)S2)=S)=CC=1. No catalyst specified. The product is [N+:1]([C:4]1[CH:5]=[CH:6][C:7]([C:10]2[S:14][C:13]([CH2:15][CH2:16][CH2:17][C:37]([O:39][CH3:40])=[O:38])=[N:12][CH:11]=2)=[CH:8][CH:9]=1)([O-:3])=[O:2]. The yield is 0.820. (6) The reactants are [CH3:1][C:2]1[C:11]2[C:6](=[CH:7][C:8]([CH3:12])=[CH:9][CH:10]=2)[C:5]([N+:13]([O-])=O)=[CH:4][CH:3]=1. The catalyst is C(O)C.[Ni]. The product is [CH3:1][C:2]1[C:11]2[C:6](=[CH:7][C:8]([CH3:12])=[CH:9][CH:10]=2)[C:5]([NH2:13])=[CH:4][CH:3]=1. The yield is 0.520. (7) The reactants are [Na].[CH3:2][OH:3].Cl[C:5]1[N:12]=[CH:11][CH:10]=[CH:9][C:6]=1[C:7]#[N:8]. The catalyst is O. The product is [CH3:2][O:3][C:5]1[N:12]=[CH:11][CH:10]=[CH:9][C:6]=1[C:7]#[N:8]. The yield is 0.810. (8) The reactants are CC(C)(C)C([N:5]1[C:13]2[C:8](=[CH:9][C:10]([NH:14][CH:15]3[CH2:20][CH2:19][CH2:18][N:17]([C:21](=O)[C:22]4[CH:27]=[CH:26][CH:25]=[C:24]([S:28][CH3:29])[CH:23]=4)[CH2:16]3)=[CH:11][CH:12]=2)[CH:7]=[N:6]1)=O.CSC. The catalyst is C1COCC1. The product is [CH3:29][S:28][C:24]1[CH:23]=[C:22]([CH:27]=[CH:26][CH:25]=1)[CH2:21][N:17]1[CH2:18][CH2:19][CH2:20][CH:15]([NH:14][C:10]2[CH:9]=[C:8]3[C:13](=[CH:12][CH:11]=2)[NH:5][N:6]=[CH:7]3)[CH2:16]1. The yield is 0.410. (9) The reactants are [Li][CH2:2]CCC.[CH3:6][C:7]1([CH3:21])[CH2:12][O:11][CH:10]([C:13]2[CH:18]=[CH:17][CH:16]=[CH:15][CH:14]=2)[O:9][C@H:8]1[CH:19]=O. The catalyst is [Br-].C[P+](C1C=CC=CC=1)(C1C=CC=CC=1)C1C=CC=CC=1.O1CCCC1. The product is [CH3:21][C:7]1([CH3:6])[CH2:12][O:11][CH:10]([C:13]2[CH:14]=[CH:15][CH:16]=[CH:17][CH:18]=2)[O:9][C@H:8]1[CH:19]=[CH2:2]. The yield is 0.860.